Dataset: Catalyst prediction with 721,799 reactions and 888 catalyst types from USPTO. Task: Predict which catalyst facilitates the given reaction. (1) Reactant: [F:1][C:2]([F:34])([F:33])[C:3]1[CH:10]=[CH:9][C:6]([CH2:7][NH2:8])=[CH:5][C:4]=1[NH:11][C:12]1[N:16]([CH3:17])[C:15]2[CH:18]=[C:19]([N:23]3[CH2:28][CH2:27][CH:26]([C:29]([F:32])([F:31])[F:30])[CH2:25][CH2:24]3)[C:20]([Cl:22])=[CH:21][C:14]=2[N:13]=1.[F:35][C:36]([F:43])([F:42])[CH:37]([CH3:41])[C:38](O)=[O:39].CN(C(ON1N=NC2C=CC=CC1=2)=[N+](C)C)C.F[P-](F)(F)(F)(F)F. Product: [F:34][C:2]([F:33])([F:1])[C:3]1[CH:10]=[CH:9][C:6]([CH2:7][NH:8][C:38](=[O:39])[CH:37]([CH3:41])[C:36]([F:43])([F:42])[F:35])=[CH:5][C:4]=1[NH:11][C:12]1[N:16]([CH3:17])[C:15]2[CH:18]=[C:19]([N:23]3[CH2:28][CH2:27][CH:26]([C:29]([F:31])([F:32])[F:30])[CH2:25][CH2:24]3)[C:20]([Cl:22])=[CH:21][C:14]=2[N:13]=1. The catalyst class is: 3. (2) Reactant: [F:1][C:2]1[CH:3]=[CH:4][C:5]([OH:11])=[C:6]([C:8](=[O:10])[CH3:9])[CH:7]=1.[CH2:12](Br)[CH3:13].C(=O)([O-])[O-].[K+].[K+]. Product: [CH2:12]([O:11][C:5]1[CH:4]=[CH:3][C:2]([F:1])=[CH:7][C:6]=1[C:8](=[O:10])[CH3:9])[CH3:13]. The catalyst class is: 9. (3) Reactant: [Cl:1][C:2]1[C:7]([Cl:8])=[CH:6][CH:5]=[CH:4][C:3]=1[N:9]1[C:13]([NH:14][CH2:15][C:16]2[CH:21]=[CH:20][N:19]=[C:18](F)[CH:17]=2)=[N:12][N:11]=[N:10]1.[NH:23]1[CH2:27][CH2:26][CH2:25][CH2:24]1. Product: [Cl:1][C:2]1[C:7]([Cl:8])=[CH:6][CH:5]=[CH:4][C:3]=1[N:9]1[C:13]([NH:14][CH2:15][C:16]2[CH:21]=[CH:20][N:19]=[C:18]([N:23]3[CH2:27][CH2:26][CH2:25][CH2:24]3)[CH:17]=2)=[N:12][N:11]=[N:10]1. The catalyst class is: 7. (4) Reactant: [NH2:1][C:2]1[CH:11]=[C:10]2[C:5]([CH:6]=[C:7]([C:15]3[C:16]([CH3:32])=[CH:17][C:18]([F:31])=[C:19]([NH:21][C:22]([NH:24][C:25]4[CH:30]=[CH:29][CH:28]=[CH:27][CH:26]=4)=[O:23])[CH:20]=3)[C:8](=[O:14])[N:9]2[CH2:12][CH3:13])=[CH:4][N:3]=1.Cl[C:34]([O:36][C:37]([CH3:39])=[CH2:38])=[O:35].O. Product: [CH2:12]([N:9]1[C:10]2[C:5](=[CH:4][N:3]=[C:2]([NH:1][C:34](=[O:35])[O:36][C:37]([CH3:39])=[CH2:38])[CH:11]=2)[CH:6]=[C:7]([C:15]2[CH:20]=[C:19]([NH:21][C:22]([NH:24][C:25]3[CH:26]=[CH:27][CH:28]=[CH:29][CH:30]=3)=[O:23])[C:18]([F:31])=[CH:17][C:16]=2[CH3:32])[C:8]1=[O:14])[CH3:13]. The catalyst class is: 17.